Regression. Given a peptide amino acid sequence and an MHC pseudo amino acid sequence, predict their binding affinity value. This is MHC class I binding data. From a dataset of Peptide-MHC class I binding affinity with 185,985 pairs from IEDB/IMGT. (1) The peptide sequence is HTTKGAALM. The MHC is HLA-A26:01 with pseudo-sequence HLA-A26:01. The binding affinity (normalized) is 0.711. (2) The peptide sequence is IVTSLAIKNY. The MHC is HLA-A31:01 with pseudo-sequence HLA-A31:01. The binding affinity (normalized) is 0.160. (3) The peptide sequence is YIYGIPLSL. The MHC is HLA-C03:03 with pseudo-sequence HLA-C03:03. The binding affinity (normalized) is 1.00. (4) The peptide sequence is ALFDRPAFK. The MHC is HLA-B35:01 with pseudo-sequence HLA-B35:01. The binding affinity (normalized) is 0.0847. (5) The peptide sequence is WTIGYDTIY. The MHC is HLA-B51:01 with pseudo-sequence HLA-B51:01. The binding affinity (normalized) is 0.0847.